Task: Predict the reaction yield, written as a fraction of the theoretical maximum amount of product (1.0 means a 100% yield; for example, 0.34 means a 34% yield).. Dataset: Reaction yield outcomes from USPTO patents with 853,638 reactions (1) The reactants are [N:1]1([C:7]2[CH:15]=[CH:14][C:10]([C:11]([OH:13])=[O:12])=[CH:9][CH:8]=2)[CH2:5][CH2:4][CH2:3][C:2]1=[O:6]. The catalyst is [C].[Rh].CO. The product is [N:1]1([CH:7]2[CH2:8][CH2:9][CH:10]([C:11]([OH:13])=[O:12])[CH2:14][CH2:15]2)[CH2:5][CH2:4][CH2:3][C:2]1=[O:6]. The yield is 0.937. (2) The reactants are C1(C[N:8]2[CH2:13][CH2:12][CH:11]([N:14]([CH2:28][CH3:29])[C:15](=[O:27])[CH2:16][C:17]3[CH:22]=[CH:21][C:20]([S:23]([CH3:26])(=[O:25])=[O:24])=[CH:19][CH:18]=3)[CH2:10][CH2:9]2)C=CC=CC=1.C([O-])=O.[NH4+]. The catalyst is C(O)C. The product is [NH:8]1[CH2:13][CH2:12][CH:11]([N:14]([CH2:28][CH3:29])[C:15](=[O:27])[CH2:16][C:17]2[CH:22]=[CH:21][C:20]([S:23]([CH3:26])(=[O:24])=[O:25])=[CH:19][CH:18]=2)[CH2:10][CH2:9]1. The yield is 0.940.